This data is from Reaction yield outcomes from USPTO patents with 853,638 reactions. The task is: Predict the reaction yield, written as a fraction of the theoretical maximum amount of product (1.0 means a 100% yield; for example, 0.34 means a 34% yield). (1) The reactants are C([Li])CCC.CC1(C)CCCC(C)(C)N1.[Br:16][C:17]1[C:18]([Cl:26])=[N:19][CH:20]=[C:21]([CH:25]=1)[C:22]([OH:24])=[O:23].[I:27]I. The catalyst is C1COCC1. The product is [Br:16][C:17]1[C:18]([Cl:26])=[N:19][CH:20]=[C:21]([C:25]=1[I:27])[C:22]([OH:24])=[O:23]. The yield is 0.530. (2) The reactants are [F:1][CH2:2][CH2:3][CH2:4][O:5][C:6]1[CH:14]=[C:13]2[C:9]([CH2:10][C:11]3([CH2:20][CH2:19][C:18](=[O:21])[CH2:17][CH2:16]3)[C:12]2=[O:15])=[CH:8][CH:7]=1.Cl.[Na+].[Cl-]. The catalyst is ClCCl. The product is [F:1][CH2:2][CH2:3][CH2:4][O:5][C:6]1[CH:14]=[C:13]2[C:9]([CH2:10][C:11]3([CH2:16][CH2:17][CH:18]([OH:21])[CH2:19][CH2:20]3)[C:12]2=[O:15])=[CH:8][CH:7]=1. The yield is 0.950.